From a dataset of Reaction yield outcomes from USPTO patents with 853,638 reactions. Predict the reaction yield, written as a fraction of the theoretical maximum amount of product (1.0 means a 100% yield; for example, 0.34 means a 34% yield). (1) The reactants are [Br:1][C:2]1[CH:3]=[C:4]([CH2:20][CH2:21][O:22]C(=O)C)[CH:5]=[C:6]([Br:19])[C:7]=1[O:8][C:9]1[CH:14]=[CH:13][C:12](=[O:15])[N:11]([CH:16]([CH3:18])[CH3:17])[N:10]=1.[OH-].[K+]. The catalyst is CO. The product is [Br:1][C:2]1[CH:3]=[C:4]([CH2:20][CH2:21][OH:22])[CH:5]=[C:6]([Br:19])[C:7]=1[O:8][C:9]1[CH:14]=[CH:13][C:12](=[O:15])[N:11]([CH:16]([CH3:18])[CH3:17])[N:10]=1. The yield is 1.00. (2) The reactants are [CH3:1][NH:2][C:3]([C:5]1[CH:6]=[C:7]([CH:18]=[CH:19][CH:20]=1)[O:8][C:9]1[CH:14]=[CH:13][C:12]([N+:15]([O-])=O)=[CH:11][CH:10]=1)=[O:4]. The catalyst is CCOC(C)=O.[Pd]. The product is [CH3:1][NH:2][C:3]([C:5]1[CH:6]=[C:7]([CH:18]=[CH:19][CH:20]=1)[O:8][C:9]1[CH:14]=[CH:13][C:12]([NH2:15])=[CH:11][CH:10]=1)=[O:4]. The yield is 0.560. (3) The reactants are C([O-])(O)=O.[Na+].OC(C(F)(F)F)=O.[CH2:13]([O:20][N:21]1[C:27](=[O:28])[N:26]2[CH2:29][C@H:22]1[CH2:23][CH2:24][C@H:25]2[C:30]([NH:32][NH2:33])=[O:31])[C:14]1[CH:19]=[CH:18][CH:17]=[CH:16][CH:15]=1.[N:34]#[C:35]Br. The catalyst is O1CCOCC1. The product is [NH2:34][C:35]1[O:31][C:30]([C@@H:25]2[CH2:24][CH2:23][C@@H:22]3[CH2:29][N:26]2[C:27](=[O:28])[N:21]3[O:20][CH2:13][C:14]2[CH:19]=[CH:18][CH:17]=[CH:16][CH:15]=2)=[N:32][N:33]=1. The yield is 0.320. (4) The reactants are [Br:1][C:2]1[CH:7]=[CH:6][C:5]([S:8](Cl)(=[O:10])=[O:9])=[CH:4][CH:3]=1.[NH2:12][C:13]1[C:14]([CH3:19])=[N:15][O:16][C:17]=1[CH3:18]. The catalyst is N1C=CC=CC=1. The product is [Br:1][C:2]1[CH:7]=[CH:6][C:5]([S:8]([NH:12][C:13]2[C:14]([CH3:19])=[N:15][O:16][C:17]=2[CH3:18])(=[O:10])=[O:9])=[CH:4][CH:3]=1. The yield is 0.870. (5) The reactants are [F:1][C:2]1[CH:3]=[C:4]([CH:7]=[CH:8][C:9]=1[O:10][CH2:11][CH2:12][CH2:13][N:14]1[CH2:19][CH2:18][N:17]([CH3:20])[CH2:16][CH2:15]1)[CH:5]=O.[CH3:21][C:22]1[CH:27]=[CH:26][CH:25]=[C:24]([NH2:28])[C:23]=1[NH2:29]. No catalyst specified. The product is [F:1][C:2]1[CH:3]=[C:4]([C:5]2[NH:28][C:24]3[CH:25]=[CH:26][CH:27]=[C:22]([CH3:21])[C:23]=3[N:29]=2)[CH:7]=[CH:8][C:9]=1[O:10][CH2:11][CH2:12][CH2:13][N:14]1[CH2:19][CH2:18][N:17]([CH3:20])[CH2:16][CH2:15]1. The yield is 1.00. (6) The reactants are [CH3:1][C:2]1[CH:6]=[CH:5][N:4]([C:7]2[CH:12]=[C:11]([C:13]([F:16])([F:15])[F:14])[CH:10]=[C:9]([N+:17]([O-])=O)[CH:8]=2)[N:3]=1. The catalyst is CO.[Pd]. The product is [CH3:1][C:2]1[CH:6]=[CH:5][N:4]([C:7]2[CH:8]=[C:9]([CH:10]=[C:11]([C:13]([F:15])([F:14])[F:16])[CH:12]=2)[NH2:17])[N:3]=1. The yield is 0.940. (7) The reactants are S(=O)(=O)(O)O.[Br:6][C:7]1[CH:22]=[CH:21][C:10]([O:11][C:12]2[C:17]([C:18]([OH:20])=O)=[CH:16][N:15]=[CH:14][CH:13]=2)=[CH:9][CH:8]=1.[OH-].[Na+]. No catalyst specified. The product is [Br:6][C:7]1[CH:8]=[CH:9][C:10]2[O:11][C:12]3[CH:13]=[CH:14][N:15]=[CH:16][C:17]=3[C:18](=[O:20])[C:21]=2[CH:22]=1. The yield is 0.883. (8) The reactants are Br[C:2]1[CH:9]=[CH:8][C:5]([C:6]#[N:7])=[C:4]([O:10][CH3:11])[CH:3]=1.C([O:15][B:16](OC(C)C)[O:17]C(C)C)(C)C.C([Li])CCC.Cl. The catalyst is O.C1COCC1. The product is [C:6]([C:5]1[CH:8]=[CH:9][C:2]([B:16]([OH:17])[OH:15])=[CH:3][C:4]=1[O:10][CH3:11])#[N:7]. The yield is 0.550. (9) The reactants are [F:1][C:2]([F:8])([F:7])[CH2:3][CH:4](F)F.[Li]CCCC.[C:14]1([Sn:20](Cl)([C:27]2[CH:32]=[CH:31][CH:30]=[CH:29][CH:28]=2)[C:21]2[CH:26]=[CH:25][CH:24]=[CH:23][CH:22]=2)[CH:19]=[CH:18][CH:17]=[CH:16][CH:15]=1. The catalyst is CCOCC. The product is [F:1][C:2]([F:8])([F:7])[C:3]#[C:4][Sn:20]([C:21]1[CH:22]=[CH:23][CH:24]=[CH:25][CH:26]=1)([C:27]1[CH:32]=[CH:31][CH:30]=[CH:29][CH:28]=1)[C:14]1[CH:15]=[CH:16][CH:17]=[CH:18][CH:19]=1. The yield is 0.780.